From a dataset of Forward reaction prediction with 1.9M reactions from USPTO patents (1976-2016). Predict the product of the given reaction. (1) Given the reactants [F:1][C:2]1[CH:7]=[CH:6][C:5]([C:8]2[N:9]=[C:10]3[N:15]=[CH:14][C:13]([NH:16]C(=O)OCC4C=CC=CC=4)=[CH:12][N:11]3[CH:27]=2)=[CH:4][C:3]=1[NH:28][C:29]([N:31]1[CH2:35][CH2:34][CH2:33][CH2:32]1)=[O:30].C([SiH](CC)CC)C, predict the reaction product. The product is: [NH2:16][C:13]1[CH:14]=[N:15][C:10]2[N:11]([CH:27]=[C:8]([C:5]3[CH:6]=[CH:7][C:2]([F:1])=[C:3]([NH:28][C:29]([N:31]4[CH2:35][CH2:34][CH2:33][CH2:32]4)=[O:30])[CH:4]=3)[N:9]=2)[CH:12]=1. (2) Given the reactants Br[C:2]1[CH:3]=[C:4]([C:14]([NH:16][CH2:17][C:18]2[C:19](=[O:28])[NH:20][C:21]([CH3:27])=[CH:22][C:23]=2[CH2:24][CH2:25][CH3:26])=[O:15])[C:5]2[CH:6]=[N:7][N:8]([CH:11]([CH3:13])[CH3:12])[C:9]=2[CH:10]=1.CC1(C)C(C)(C)OB([C:37]2[CH:38]=[CH:39][C:40]([NH2:43])=[N:41][CH:42]=2)O1, predict the reaction product. The product is: [NH2:43][C:40]1[N:41]=[CH:42][C:37]([C:2]2[CH:3]=[C:4]([C:14]([NH:16][CH2:17][C:18]3[C:19](=[O:28])[NH:20][C:21]([CH3:27])=[CH:22][C:23]=3[CH2:24][CH2:25][CH3:26])=[O:15])[C:5]3[CH:6]=[N:7][N:8]([CH:11]([CH3:12])[CH3:13])[C:9]=3[CH:10]=2)=[CH:38][CH:39]=1. (3) Given the reactants [Cl-].O[NH3+:3].[C:4](=[O:7])([O-])[OH:5].[Na+].[F:9][C:10]1[CH:15]=[CH:14][C:13]([C:16](=[O:49])[CH2:17][N:18]2[C:23](=[O:24])[C:22]3[CH:25]=[C:26]([CH2:28][C:29]([F:32])([F:31])[F:30])[S:27][C:21]=3[N:20]([CH2:33][C:34]3[CH:39]=[CH:38][C:37]([C:40]4[C:41]([C:46]#[N:47])=[CH:42][CH:43]=[CH:44][CH:45]=4)=[CH:36][CH:35]=3)[C:19]2=[O:48])=[CH:12][CH:11]=1.II, predict the reaction product. The product is: [F:9][C:10]1[CH:15]=[CH:14][C:13]([C:16](=[O:49])[CH2:17][N:18]2[C:23](=[O:24])[C:22]3[CH:25]=[C:26]([CH2:28][C:29]([F:31])([F:32])[F:30])[S:27][C:21]=3[N:20]([CH2:33][C:34]3[CH:39]=[CH:38][C:37]([C:40]4[CH:45]=[CH:44][CH:43]=[CH:42][C:41]=4[C:46]4[NH:3][C:4](=[O:7])[O:5][N:47]=4)=[CH:36][CH:35]=3)[C:19]2=[O:48])=[CH:12][CH:11]=1. (4) Given the reactants CC(C)([O-])C.[K+].[NH2:7][C:8]1[CH:13]=[C:12]([F:14])[C:11]([OH:15])=[C:10]([F:16])[CH:9]=1.[Cl:17][C:18]1[CH:23]=[C:22](Cl)[CH:21]=[CH:20][N:19]=1.O, predict the reaction product. The product is: [Cl:17][C:18]1[CH:23]=[C:22]([O:15][C:11]2[C:12]([F:14])=[CH:13][C:8]([NH2:7])=[CH:9][C:10]=2[F:16])[CH:21]=[CH:20][N:19]=1. (5) The product is: [CH3:1][N:2]1[C:7](=[S:10])[N:8]([CH3:9])[C:28](=[O:36])[N:27]([C:25]2[C:24]([F:37])=[CH:23][C:21]3[O:22][C:17]([F:16])([F:39])[C:18](=[O:38])[NH:19][C:20]=3[CH:26]=2)[C:3]1=[O:4]. Given the reactants [CH3:1][N:2]([C:7](=[S:10])[NH:8][CH3:9])[C:3](=O)[O:4]C.C([O-])(=O)C.[Na+].[F:16][C:17]1([F:39])[O:22][C:21]2[CH:23]=[C:24]([F:37])[C:25]([NH:27][C:28](=[O:36])OC3C=CC=CC=3)=[CH:26][C:20]=2[NH:19][C:18]1=[O:38], predict the reaction product. (6) Given the reactants [Br:1][C:2]1[N:3]=[C:4]([C:10]([F:13])([F:12])[F:11])[S:5][C:6]=1[C:7](O)=[O:8].Cl.[CH3:15][NH:16][O:17][CH3:18].CN(C(ON1N=NC2C=CC=NC1=2)=[N+](C)C)C.F[P-](F)(F)(F)(F)F.CCN(C(C)C)C(C)C, predict the reaction product. The product is: [Br:1][C:2]1[N:3]=[C:4]([C:10]([F:13])([F:12])[F:11])[S:5][C:6]=1[C:7]([N:16]([O:17][CH3:18])[CH3:15])=[O:8].